Dataset: Forward reaction prediction with 1.9M reactions from USPTO patents (1976-2016). Task: Predict the product of the given reaction. (1) Given the reactants [C:1]([O:5][C:6]([NH:8][CH2:9][CH:10]([O:12][C:13]1[CH:18]=[C:17]([F:19])[CH:16]=[CH:15][C:14]=1[NH:20][C:21]1[C:22]2[C:29]([CH3:30])=[C:28]([C:31](O)=[O:32])[S:27][C:23]=2[N:24]=[CH:25][N:26]=1)[CH3:11])=[O:7])([CH3:4])([CH3:3])[CH3:2].[CH3:34][N:35](C(ON1N=NC2C=CC=CC1=2)=[N+](C)C)C.[B-](F)(F)(F)F.C(N(CC)CC)C.CN, predict the reaction product. The product is: [F:19][C:17]1[CH:16]=[CH:15][C:14]([NH:20][C:21]2[C:22]3[C:29]([CH3:30])=[C:28]([C:31](=[O:32])[NH:35][CH3:34])[S:27][C:23]=3[N:24]=[CH:25][N:26]=2)=[C:13]([CH:18]=1)[O:12][CH:10]([CH3:11])[CH2:9][NH:8][C:6](=[O:7])[O:5][C:1]([CH3:3])([CH3:4])[CH3:2]. (2) Given the reactants [CH3:1][S:2]([N:5]1[CH:9]=[C:8]2[CH2:10][N:11](C(OC(C)(C)C)=O)[CH2:12][C:7]2=[N:6]1)(=[O:4])=[O:3].[C:20]1([S:26]([OH:29])(=[O:28])=[O:27])[CH:25]=[CH:24][CH:23]=[CH:22][CH:21]=1, predict the reaction product. The product is: [C:20]1([S:26]([O-:29])(=[O:28])=[O:27])[CH:25]=[CH:24][CH:23]=[CH:22][CH:21]=1.[CH3:1][S:2]([N:5]1[CH:9]=[C:8]2[CH2:10][NH2+:11][CH2:12][C:7]2=[N:6]1)(=[O:3])=[O:4]. (3) Given the reactants [CH3:1][O:2][C:3]1[CH:12]=[C:11]2[C:6]([C:7]([O:13][CH2:14][C:15]3[N:19]4[CH:20]=[C:21]([C:24]5[CH2:29][CH2:28][N:27]([C:30]([O:32][C:33]([CH3:36])([CH3:35])[CH3:34])=[O:31])[CH2:26][CH:25]=5)[CH:22]=[CH:23][C:18]4=[N:17][N:16]=3)=[CH:8][CH:9]=[N:10]2)=[CH:5][CH:4]=1.Cl.C([N:40](CC)CC)C, predict the reaction product. The product is: [CH3:1][O:2][C:3]1[CH:12]=[C:11]2[C:6]([C:7]([O:13][CH2:14][C:15]3[N:19]4[N:40]=[C:21]([C:24]5[CH2:29][CH2:28][N:27]([C:30]([O:32][C:33]([CH3:34])([CH3:36])[CH3:35])=[O:31])[CH2:26][CH:25]=5)[CH:22]=[CH:23][C:18]4=[N:17][N:16]=3)=[CH:8][CH:9]=[N:10]2)=[CH:5][CH:4]=1.[CH3:1][O:2][C:3]1[CH:12]=[C:11]2[C:6]([C:7]([O:13][CH2:14][C:15]3[N:19]4[CH:20]=[C:21]([C:24]5[CH2:29][CH2:28][NH:27][CH2:26][CH:25]=5)[CH:22]=[CH:23][C:18]4=[N:17][N:16]=3)=[CH:8][CH:9]=[N:10]2)=[CH:5][CH:4]=1. (4) The product is: [Br:1][C:2]1[CH:3]=[CH:4][C:5]([C:8]([NH:10][C:11]2[N:15]([CH3:16])[N:14]=[CH:13][C:12]=2[C:17]([NH:38][CH2:39][C@@H:40]2[CH2:44][CH2:43][N:42]([C:45]([CH:35]3[CH2:37][CH2:36]3)=[O:47])[CH2:41]2)=[O:19])=[O:9])=[CH:6][CH:7]=1. Given the reactants [Br:1][C:2]1[CH:7]=[CH:6][C:5]([C:8]([NH:10][C:11]2[N:15]([CH3:16])[N:14]=[CH:13][C:12]=2[C:17]([OH:19])=O)=[O:9])=[CH:4][CH:3]=1.[Cl-].ClC1N(C)CC[NH+]1C.CCN([CH:35]([CH3:37])[CH3:36])C(C)C.[NH2:38][CH2:39][C@@H:40]1[CH2:44][CH2:43][N:42]([C:45]([O:47]C(C)(C)C)=O)[CH2:41]1.Cl.C1(C(Cl)=O)CC1, predict the reaction product. (5) Given the reactants Cl.[Cl:2][C:3]1[CH:4]=[C:5]2[C:9](=[CH:10][CH:11]=1)[N:8]([CH3:12])[C:7]([C:13]1[CH:18]=[CH:17][C:16]([Cl:19])=[CH:15][CH:14]=1)=[C:6]2[CH2:20][CH2:21][C:22](=[NH:24])O.[CH:25]1([C:31]2([OH:37])[CH2:36][CH2:35][NH:34][CH2:33][CH2:32]2)[CH2:30][CH2:29][CH2:28][CH2:27][CH2:26]1, predict the reaction product. The product is: [Cl:2][C:3]1[CH:4]=[C:5]2[C:9](=[CH:10][CH:11]=1)[N:8]([CH3:12])[C:7]([C:13]1[CH:18]=[CH:17][C:16]([Cl:19])=[CH:15][CH:14]=1)=[C:6]2[CH2:20][CH2:21][C:22]([N:34]1[CH2:35][CH2:36][C:31]([CH:25]2[CH2:26][CH2:27][CH2:28][CH2:29][CH2:30]2)([OH:37])[CH2:32][CH2:33]1)=[NH:24]. (6) Given the reactants C([N:4]1[C:12]2[C:7](=[CH:8][C:9]([C:13]([C:18]3[C:26]4[C:21](=[C:22]([NH:27][S:28]([CH3:31])(=[O:30])=[O:29])[CH:23]=[CH:24][CH:25]=4)[NH:20][CH:19]=3)([CH2:16][CH3:17])[CH2:14][CH3:15])=[CH:10][CH:11]=2)[CH:6]=[CH:5]1)(=O)C.CO.C1COCC1.O.[Li+].[OH-], predict the reaction product. The product is: [CH2:14]([C:13]([C:18]1[C:26]2[C:21](=[C:22]([NH:27][S:28]([CH3:31])(=[O:29])=[O:30])[CH:23]=[CH:24][CH:25]=2)[NH:20][CH:19]=1)([C:9]1[CH:8]=[C:7]2[C:12](=[CH:11][CH:10]=1)[NH:4][CH:5]=[CH:6]2)[CH2:16][CH3:17])[CH3:15].